From a dataset of Catalyst prediction with 721,799 reactions and 888 catalyst types from USPTO. Predict which catalyst facilitates the given reaction. (1) Reactant: [CH2:1]([O:8][C:9]1[C:10](C(O)=O)=[CH:11][C:12]2[C:17]([CH:18]=1)=[CH:16][CH:15]=[C:14]([O:19][CH2:20][C:21]1[CH:26]=[CH:25][CH:24]=[CH:23][CH:22]=1)[CH:13]=2)[C:2]1[CH:7]=[CH:6][CH:5]=[CH:4][CH:3]=1.C([N:32]([CH2:35]C)CC)C.C1C=CC(P(N=[N+]=[N-])(C2C=CC=CC=2)=[O:44])=CC=1.O.[CH3:55][C:56]([OH:59])([CH3:58])[CH3:57]. Product: [C:56]([O:59][C:35](=[O:44])[NH:32][C:10]1[C:9]([O:8][CH2:1][C:2]2[CH:3]=[CH:4][CH:5]=[CH:6][CH:7]=2)=[CH:18][C:17]2[C:12](=[CH:13][C:14]([O:19][CH2:20][C:21]3[CH:22]=[CH:23][CH:24]=[CH:25][CH:26]=3)=[CH:15][CH:16]=2)[CH:11]=1)([CH3:58])([CH3:57])[CH3:55]. The catalyst class is: 11. (2) Reactant: Cl[CH2:2][CH2:3][CH2:4][OH:5].[N+:6]([C:9]1[CH:14]=[CH:13][C:12]([SH:15])=[CH:11][CH:10]=1)([O-:8])=[O:7].[OH-].[Na+]. Product: [OH:5][CH2:4][CH2:3][CH2:2][S:15][C:12]1[CH:13]=[CH:14][C:9]([N+:6]([O-:8])=[O:7])=[CH:10][CH:11]=1. The catalyst class is: 6.